Dataset: Full USPTO retrosynthesis dataset with 1.9M reactions from patents (1976-2016). Task: Predict the reactants needed to synthesize the given product. (1) Given the product [C:1]([C:3]1([C:7]2[CH:8]=[CH:9][C:10]([N:13]3[CH2:18][CH2:17][C:16]([O:19][CH3:23])=[C:15]([C:20]#[N:21])[C:14]3=[O:22])=[CH:11][CH:12]=2)[CH2:4][CH2:5][CH2:6]1)#[N:2], predict the reactants needed to synthesize it. The reactants are: [C:1]([C:3]1([C:7]2[CH:12]=[CH:11][C:10]([N:13]3[CH2:18][CH2:17][C:16]([OH:19])=[C:15]([C:20]#[N:21])[C:14]3=[O:22])=[CH:9][CH:8]=2)[CH2:6][CH2:5][CH2:4]1)#[N:2].[C:23](Cl)(=O)C(Cl)=O.CO. (2) Given the product [C:1]([C:5]1[CH:10]=[C:9]([Cl:18])[CH:8]=[CH:7][C:6]=1[NH:11][C:12](=[O:14])[CH3:13])([CH3:4])([CH3:2])[CH3:3], predict the reactants needed to synthesize it. The reactants are: [C:1]([C:5]1[CH:10]=[CH:9][CH:8]=[CH:7][C:6]=1[NH:11][C:12](=[O:14])[CH3:13])([CH3:4])([CH3:3])[CH3:2].S(Cl)([Cl:18])(=O)=O. (3) Given the product [CH3:25][O:24][CH:23]([O:26][CH3:27])[C:20]1[S:19][C:18]([C:14]2[CH:15]=[C:16]3[C:11](=[CH:12][CH:13]=2)[C:10](=[O:28])[N:9]([CH2:8][CH2:7][CH2:6][I:30])[CH2:17]3)=[CH:22][CH:21]=1, predict the reactants needed to synthesize it. The reactants are: CS(O[CH2:6][CH2:7][CH2:8][N:9]1[CH2:17][C:16]2[C:11](=[CH:12][CH:13]=[C:14]([C:18]3[S:19][C:20]([CH:23]([O:26][CH3:27])[O:24][CH3:25])=[CH:21][CH:22]=3)[CH:15]=2)[C:10]1=[O:28])(=O)=O.[Na+].[I-:30]. (4) Given the product [Br:1][C:2]1[CH:10]=[CH:9][CH:8]=[CH:7][C:3]=1[CH2:4][N:5]([CH3:6])[C:23]([CH2:22][O:21][C:18](=[O:20])[CH3:19])=[O:24], predict the reactants needed to synthesize it. The reactants are: [Br:1][C:2]1[CH:10]=[CH:9][CH:8]=[CH:7][C:3]=1[CH2:4][NH:5][CH3:6].C(N(CC)CC)C.[C:18]([O:21][CH2:22][C:23](Cl)=[O:24])(=[O:20])[CH3:19]. (5) Given the product [Cl:1][C:2]1[CH:7]=[C:6]([C:8]2[NH:12][C:11]([N:13]3[CH2:18][CH2:17][NH:16][CH2:15][CH2:14]3)=[C:10]([C:19]([NH2:20])=[O:22])[CH:9]=2)[CH:5]=[CH:4][N:3]=1, predict the reactants needed to synthesize it. The reactants are: [Cl:1][C:2]1[CH:7]=[C:6]([C:8]2[NH:12][C:11]([N:13]3[CH2:18][CH2:17][NH:16][CH2:15][CH2:14]3)=[C:10]([C:19]#[N:20])[CH:9]=2)[CH:5]=[CH:4][N:3]=1.S(=O)(=O)(O)[OH:22].